This data is from Forward reaction prediction with 1.9M reactions from USPTO patents (1976-2016). The task is: Predict the product of the given reaction. (1) Given the reactants [F:1][C:2]1[CH:7]=[C:6]([CH3:8])[CH:5]=[CH:4][C:3]=1[NH:9][C:10]1[C:19]2[C:14](=[CH:15][C:16]([O:26][CH3:27])=[C:17]([N:20]3[CH2:25][CH2:24][NH:23][CH2:22][CH2:21]3)[CH:18]=2)[N:13]=[N:12][C:11]=1[C:28]([NH2:30])=[O:29].C(N(CC)C(C)C)(C)C.[C:40]([O:43][C:44]([CH3:49])([CH3:48])[C:45](Cl)=[O:46])(=[O:42])[CH3:41], predict the reaction product. The product is: [C:40]([O:43][C:44]([CH3:49])([CH3:48])[C:45]([N:23]1[CH2:22][CH2:21][N:20]([C:17]2[CH:18]=[C:19]3[C:14](=[CH:15][C:16]=2[O:26][CH3:27])[N:13]=[N:12][C:11]([C:28](=[O:29])[NH2:30])=[C:10]3[NH:9][C:3]2[CH:4]=[CH:5][C:6]([CH3:8])=[CH:7][C:2]=2[F:1])[CH2:25][CH2:24]1)=[O:46])(=[O:42])[CH3:41]. (2) Given the reactants [CH3:1][O:2][CH2:3][C:4]([CH3:21])([CH3:20])[CH2:5][C@H:6]1[CH2:10][O:9]C(C)(C)[N:7]1[C:13]([O:15][C:16]([CH3:19])([CH3:18])[CH3:17])=[O:14], predict the reaction product. The product is: [OH:9][CH2:10][C@@H:6]([NH:7][C:13](=[O:14])[O:15][C:16]([CH3:19])([CH3:18])[CH3:17])[CH2:5][C:4]([CH3:21])([CH3:20])[CH2:3][O:2][CH3:1]. (3) Given the reactants [C:1]([O:5][C:6]([N:8]1[CH2:13][CH:12]=[C:11]([C:14]2[CH:19]=[C:18]([CH3:20])[C:17]([C:21]([O:23][CH3:24])=[O:22])=[CH:16][C:15]=2[C:25]([F:28])([F:27])[F:26])[CH2:10][CH2:9]1)=[O:7])([CH3:4])([CH3:3])[CH3:2], predict the reaction product. The product is: [C:1]([O:5][C:6]([N:8]1[CH2:13][CH2:12][CH:11]([C:14]2[CH:19]=[C:18]([CH3:20])[C:17]([C:21]([O:23][CH3:24])=[O:22])=[CH:16][C:15]=2[C:25]([F:28])([F:26])[F:27])[CH2:10][CH2:9]1)=[O:7])([CH3:4])([CH3:2])[CH3:3].